Dataset: Full USPTO retrosynthesis dataset with 1.9M reactions from patents (1976-2016). Task: Predict the reactants needed to synthesize the given product. (1) Given the product [OH:1][CH:2]([CH2:20][CH2:21][CH3:22])[C:3]#[C:4][CH2:5][CH2:6][CH2:7][CH2:8][CH2:9][CH2:10][CH2:11][CH2:12][CH2:13][CH2:14][CH2:15][CH2:16][C:17]([NH2:19])=[O:18], predict the reactants needed to synthesize it. The reactants are: [OH:1][CH:2]([CH2:20][CH2:21][CH2:22]C)[C:3]#[C:4][CH2:5][CH2:6][CH2:7][CH2:8][CH2:9][CH2:10][CH2:11][CH2:12][CH2:13][CH2:14][CH2:15][CH2:16][C:17]([NH2:19])=[O:18].O(C(CCC)C#C)[Si](C(C)(C)C)(C)C.O([C@H](CCCC)C#C)[Si](C(C)(C)C)(C)C. (2) Given the product [CH:63]1([CH2:62][CH2:61][NH:60][C:58]([NH:57][C:55]2[CH:56]=[C:51]([C:45]3[C:46]([CH3:50])=[N:47][C:48]4[C:43]([CH:44]=3)=[CH:42][N:41]=[C:40]([NH:32][CH3:31])[CH:49]=4)[C:52]([CH3:67])=[CH:53][C:54]=2[F:66])=[O:59])[CH2:65][CH2:64]1, predict the reactants needed to synthesize it. The reactants are: C(P(C(C)(C)C)C1C=CC=CC=1C1C(C(C)C)=CC(C(C)C)=CC=1C(C)C)(C)(C)C.[CH3:31][NH2:32].C([O-])([O-])=O.[Cs+].[Cs+].Cl[C:40]1[CH:49]=[C:48]2[C:43]([CH:44]=[C:45]([C:51]3[C:52]([CH3:67])=[CH:53][C:54]([F:66])=[C:55]([NH:57][C:58]([NH:60][CH2:61][CH2:62][CH:63]4[CH2:65][CH2:64]4)=[O:59])[CH:56]=3)[C:46]([CH3:50])=[N:47]2)=[CH:42][N:41]=1. (3) Given the product [CH3:15][C@H:4]1[C@H:3]([CH3:16])[C@@H:2]([NH:1][C:18]2[CH:19]=[C:20]([CH3:24])[CH:21]=[CH:22][CH:23]=2)[C:11]2[C:6](=[CH:7][CH:8]=[CH:9][CH:10]=2)[N:5]1[C:12](=[O:14])[CH3:13], predict the reactants needed to synthesize it. The reactants are: [NH2:1][C@H:2]1[C:11]2[C:6](=[CH:7][CH:8]=[CH:9][CH:10]=2)[N:5]([C:12](=[O:14])[CH3:13])[C@@H:4]([CH3:15])[C@@H:3]1[CH3:16].Br[C:18]1[CH:23]=[CH:22][CH:21]=[C:20]([CH3:24])[CH:19]=1.CN(C1C(C2C(P(C3CCCCC3)C3CCCCC3)=CC=CC=2)=CC=CC=1)C.CC(C)([O-])C.[Na+]. (4) Given the product [Cl:13][CH2:12][CH2:11][CH2:10][N:5]1[CH2:6][CH2:7][C:2]([CH3:1])([OH:8])[CH2:3][CH2:4]1, predict the reactants needed to synthesize it. The reactants are: [CH3:1][C:2]1([OH:8])[CH2:7][CH2:6][NH:5][CH2:4][CH2:3]1.Br[CH2:10][CH2:11][CH2:12][Cl:13]. (5) Given the product [OH:18][N:17]=[C:2]1[CH2:11][CH2:10][C:9]2[CH:8]=[C:7]([C:12]([O:14][CH3:15])=[O:13])[CH:6]=[CH:5][C:4]=2[CH2:3]1, predict the reactants needed to synthesize it. The reactants are: O=[C:2]1[CH2:11][CH2:10][C:9]2[CH:8]=[C:7]([C:12]([O:14][CH3:15])=[O:13])[CH:6]=[CH:5][C:4]=2[CH2:3]1.Cl.[NH2:17][OH:18].C([O-])(=O)C.[Na+]. (6) Given the product [Cl:17][C:14]1[CH:15]=[CH:16][C:11]([O:10][C:9]2[CH:8]=[CH:7][C:4]([CH:5]=[O:6])=[CH:3][C:2]=2[C:30]2[N:26]([CH:21]3[CH2:22][CH2:23][CH2:24][CH2:25][O:20]3)[N:27]=[CH:28][CH:29]=2)=[CH:12][C:13]=1[CH2:18][CH3:19], predict the reactants needed to synthesize it. The reactants are: Br[C:2]1[CH:3]=[C:4]([CH:7]=[CH:8][C:9]=1[O:10][C:11]1[CH:16]=[CH:15][C:14]([Cl:17])=[C:13]([CH2:18][CH3:19])[CH:12]=1)[CH:5]=[O:6].[O:20]1[CH2:25][CH2:24][CH2:23][CH2:22][CH:21]1[N:26]1[C:30](B2OC(C)(C)C(C)(C)O2)=[CH:29][CH:28]=[N:27]1.C(=O)([O-])[O-].[Cs+].[Cs+]. (7) Given the product [N:25]([CH2:6][CH:7]1[CH2:8][N:9]([C:13]2[CH:24]=[CH:23][C:16]3[CH2:17][CH2:18][N:19]([CH3:22])[CH2:20][CH2:21][C:15]=3[CH:14]=2)[C:10](=[O:12])[CH2:11]1)=[N+:26]=[N-:27], predict the reactants needed to synthesize it. The reactants are: CS(O[CH2:6][CH:7]1[CH2:11][C:10](=[O:12])[N:9]([C:13]2[CH:24]=[CH:23][C:16]3[CH2:17][CH2:18][N:19]([CH3:22])[CH2:20][CH2:21][C:15]=3[CH:14]=2)[CH2:8]1)(=O)=O.[N-:25]=[N+:26]=[N-:27].[Na+]. (8) Given the product [C:10]([C:8]1[CH:9]=[C:4]2[C:3]([CH:19]([OH:20])[C:18]3[C:13]([F:12])=[C:14]([NH:22][S:23]([CH2:26][CH2:27][CH3:28])(=[O:25])=[O:24])[CH:15]=[CH:16][C:17]=3[F:21])=[CH:2][NH:1][C:5]2=[N:6][CH:7]=1)#[N:11], predict the reactants needed to synthesize it. The reactants are: [NH:1]1[C:5]2=[N:6][CH:7]=[C:8]([C:10]#[N:11])[CH:9]=[C:4]2[CH:3]=[CH:2]1.[F:12][C:13]1[C:18]([CH:19]=[O:20])=[C:17]([F:21])[CH:16]=[CH:15][C:14]=1[NH:22][S:23]([CH2:26][CH2:27][CH3:28])(=[O:25])=[O:24].[OH-].[K+].Cl.